Dataset: Experimentally validated miRNA-target interactions with 360,000+ pairs, plus equal number of negative samples. Task: Binary Classification. Given a miRNA mature sequence and a target amino acid sequence, predict their likelihood of interaction. (1) The miRNA is hsa-miR-638 with sequence AGGGAUCGCGGGCGGGUGGCGGCCU. The protein sequence of the target gene is MEIDQCLLESLPLGQRQRLVKRMRCEQIKAYYEREKAFQKQEGFLKRLKHAKNPKVHFNLTDMLQDAIIHHNDKEVLRLLKEGADPHTLVSSGGSLLHLCARYDNAFIAEILIDRGVNVNHQDEDFWTPMHIACACDNPDIVLLLVLAGANVLLQDVNGNIPLDYAVEGTESSSILLTYLDENGVDLTSLRQMKLQRPMSMLTDVKHFLSSGGNVNEKNDEGVTLLHMACASGYKEVVSLILEHGGDLNIVDDQYWTPLHLAAKYGQTNLVKLLLMHQANPHLVNCNEEKASDIAASEFI.... Result: 0 (no interaction). (2) The miRNA is hsa-miR-593-3p with sequence UGUCUCUGCUGGGGUUUCU. The protein sequence of the target gene is MGRWCQTVARGQRPRTSAPSRAGALLLLLLLLRSAGCWGAGEAPGALSTADPADQSVQCVPKATCPSSRPRLLWQTPTTQTLPSTTMETQFPVSEGKVDPYRSCGFSYEQDPTLRDPEAVARRWPWMVSVRANGTHICAGTIIASQWVLTVAHCLIWRDVIYSVRVGSPWIDQMTQTASDVPVLQVIMHSRYRAQRFWSWVGQANDIGLLKLKQELKYSNYVRPICLPGTDYVLKDHSRCTVTGWGLSKADGMWPQFRTIQEKEVIILNNKECDNFYHNFTKIPTLVQIIKSQMMCAEDT.... Result: 0 (no interaction). (3) The miRNA is hsa-miR-410-3p with sequence AAUAUAACACAGAUGGCCUGU. The protein sequence of the target gene is MPRKRKCDLRAVRVGLLLGGGGVYGSRFRFTFPGCRALSPWRVRVQRRRCEMSTMFADTLLIVFISVCTALLAEGITWVLVYRTDKYKRLKAEVEKQSKKLEKKKETITESAGRQQKKKIERQEEKLKNNNRDLSMVRMKSMFAIGFCFTALMGMFNSIFDGRVVAKLPFTPLSYIQGLSHRNLLGDDTTDCSFIFLYILCTMSIRQNIQKILGLAPSRAATKQAGGFLGPPPPSGKFS. Result: 1 (interaction). (4) The miRNA is hsa-miR-4303 with sequence UUCUGAGCUGAGGACAG. The protein sequence of the target gene is MGENEDEKQAQAGQVFENFVQASTCKGTLQAFNILTRHLDLDPLDHRNFYSKLKSKVTTWKAKALWYKLDKRGSHKEYKRGKSCTNTKCLIVGGGPCGLRTAIELAYLGAKVVVVEKRDSFSRNNVLHLWPFTIHDLRGLGAKKFYGKFCAGSIDHISIRQLQLILFKVALMLGVEIHVNVEFVKVLEPPEDQENQKIGWRAEFLPTDHSLSEFEFDVIIGADGRRNTLEGFRRKEFRGKLAIAITANFINRNSTAEAKVEEISGVAFIFNQKFFQDLKEETGIDLENIVYYKDCTHYFV.... Result: 0 (no interaction). (5) The miRNA is hsa-miR-5582-5p with sequence UAGGCACACUUAAAGUUAUAGC. The protein sequence of the target gene is MVTGVTAANMTNVLGTAVVPAQLKETPLKSDRRSNKPIMEKRRRARINNCLNELKTLILDATKKDPARHSKLEKADILEKTVKHLQELQRQQAAMQQAADPKIVNKFKAGFADCVNEVSRFPGIEPAQRRRLLQHLSNCINGVKTELHQQQRQQQQQSIHAQMLPSPPSSPEQDSQQGAAAPYLFGIQQTASGYFLPNGMQVIPTKLPNGSIALVLPQSLPQQQQQQLLQHQQQQQQLAVAAAAAAAAAAQQQPMLVSMPQRTASTGSASSHSSAGYESAPGSSSSCSYAPPSPANSSYE.... Result: 0 (no interaction). (6) The miRNA is hsa-miR-520g-3p with sequence ACAAAGUGCUUCCCUUUAGAGUGU. The protein sequence of the target gene is MASRKEGTGSTATSSSSTAGAAGKGKGKGGSGDSAVKQVQIDGLVVLKIIKHYQEEGQGTEVVQGVLLGLVVEDRLEITNCFPFPQHTEDDADFDEVQYQMEMMRSLRHVNIDHLHVGWYQSTYYGSFVTRALLDSQFSYQHAIEESVVLIYDPIKTAQGSLSLKAYRLTPKLMEVCKEKDFSPEALKKANITFEYMFEEVPIVIKNSHLINVLMWELEKKSAVADKHELLSLASSNHLGKNLQLLMDRVDEMSQDIVKYNTYMRNTSKQQQQKHQYQQRRQQENMQRQSRGEPPLPEED.... Result: 1 (interaction). (7) Result: 0 (no interaction). The miRNA is hsa-miR-518d-5p with sequence CUCUAGAGGGAAGCACUUUCUG. The protein sequence of the target gene is MAANSTSDLHTPGTQLSVADIIVITVYFALNVAVGIWSSCRASRNTVNGYFLAGRDMTWWPIGASLFASSEGSGLFIGLAGSGAAGGLAVAGFEWNATYVLLALAWVFVPIYISSEIVTLPEYIQKRYGGQRIRMYLSVLSLLLSVFTKISLDLYAGALFVHICLGWNFYLSTILTLGITALYTIAGGLAAVIYTDALQTLIMVVGAVILTIKAFDQIGGYGQLEAAYAQAIPSRTIANTTCHLPRTDAMHMFRDPHTGDLPWTGMTFGLTIMATWYWCTDQVIVQRSLSARDLNHAKAG.... (8) The miRNA is hsa-miR-6502-3p with sequence UAGACCAUCUUUCUAGAGUAU. The protein sequence of the target gene is MDLFDFFRDWDLEQQCHYEQDRSALKKREWERRNQEVQQEDDLFSSGFDLFGEPYKVAEYTNKGDALANRVQNTLGNYDEMKNLLTNHSNQNHLVGIPKNSVPQNPNNKNEPSFFPEQKNRIIPPHQDNTHPSAPMPPPSVVILNSTLIHSNRKSKPEWSRDSHNPSTVLASQASGQPNKMQTLTQDQSQAKLEDFFVYPAEQPQIGEVEESNPSAKEDSNPNSSGEDAFKEIFQSNSPEESEFAVQAPGSPLVASSLLAPSSGLSVQNFPPGLYCKTSMGQQKPTAYVRPMDGQDQAPD.... Result: 1 (interaction). (9) The miRNA is cel-miR-791-3p with sequence UUUGGCACUCCGCAGAUAAGGCAA. The protein sequence of the target gene is MSAAPGLLRQELSCPLCLQLFDAPVTAECGHSFCRACLIRVAGEPAADGTVACPCCQAPTRPQALSTNLQLSRLVEGLAQVPQGHCEEHLDPLSIYCEQDRTLVCGVCASLGSHRGHRLLPAAEAQARLKTQLPQQKMQLQEACMRKEKTVAVLEHQLVEVEETVRQFRGAVGEQLGKMRMFLAALESSLDREAERVRGDAGVALRRELSSLNSYLEQLRQMEKVLEEVADKPQTEFLMKFCLVTSRLQKILSESPPPARLDIQLPVISDDFKFQVWKKMFRALMPALEELTFDPSSAHP.... Result: 0 (no interaction).